This data is from Catalyst prediction with 721,799 reactions and 888 catalyst types from USPTO. The task is: Predict which catalyst facilitates the given reaction. (1) Reactant: [CH-:1]1[CH:5]=[CH:4][CH:3]=[CH:2]1.[Na+].[CH3:7][Si:8]([CH3:14])([CH3:13])[O:9][CH2:10][CH2:11]Br.[Cl-].[NH4+]. Product: [CH3:7][Si:8]([CH3:14])([CH3:13])[O:9][CH2:10][CH2:11][C:1]1[CH2:5][CH:4]=[CH:3][CH:2]=1. The catalyst class is: 7. (2) Reactant: BrC1C=CC(CO[Si:10]([C:13]([CH3:16])([CH3:15])[CH3:14])([CH3:12])[CH3:11])=C(CO)C=1.[CH2:19](N(CC)CC)[CH3:20].CS(Cl)(=O)=O.[F:31][C:32](F)(F)[C:33](O)=O.[CH2:38]([O:42][C:43]1[N:51]=[C:50]2[C:46]([NH:47][C:48]([O:52][CH3:53])=[N:49]2)=[C:45]([NH2:54])[N:44]=1)[CH2:39][CH2:40][CH3:41].C(=O)([O-])[O-].[K+].[K+].[CH2:61]1[CH2:65][O:64][CH2:63][CH2:62]1. Product: [CH2:38]([O:42][C:43]1[N:51]=[C:50]2[C:46]([N:47]=[C:48]([O:52][CH3:53])[N:49]2[CH2:19][C:20]2[CH:63]=[CH:62][C:61]([CH2:65][O:64][Si:10]([C:13]([CH3:14])([CH3:15])[CH3:16])([CH3:11])[CH3:12])=[C:32]([F:31])[CH:33]=2)=[C:45]([NH2:54])[N:44]=1)[CH2:39][CH2:40][CH3:41]. The catalyst class is: 142. (3) Reactant: [F:1][C:2]1[CH:7]=[CH:6][C:5]([S:8][CH2:9][C:10]2[CH:15]=[CH:14][N:13]([C:16]3[CH:21]=[CH:20][C:19]([O:22][CH2:23]OCC[Si](C)(C)C)=[C:18]([O:31][CH3:32])[CH:17]=3)[C:12](=[O:33])[CH:11]=2)=[CH:4][CH:3]=1.[CH3:34]O.Cl.[O:37]1[CH2:42][CH2:41]OCC1. Product: [F:1][C:2]1[CH:7]=[CH:6][C:5]([S:8][CH2:9][C:10]2[CH:15]=[CH:14][N:13]([C:16]3[CH:21]=[CH:20][C:19]([O:22][CH2:23][C:42]([OH:37])([CH3:34])[CH3:41])=[C:18]([O:31][CH3:32])[CH:17]=3)[C:12](=[O:33])[CH:11]=2)=[CH:4][CH:3]=1. The catalyst class is: 2. (4) Reactant: [F:1][C:2]1[CH:7]=[CH:6][C:5]([CH2:8][CH2:9][C:10]([OH:12])=[O:11])=[CH:4][CH:3]=1.[CH3:13][Si](C=[N+]=[N-])(C)C. Product: [F:1][C:2]1[CH:3]=[CH:4][C:5]([CH2:8][CH2:9][C:10]([O:12][CH3:13])=[O:11])=[CH:6][CH:7]=1. The catalyst class is: 224. (5) The catalyst class is: 66. Product: [OH:18][NH:17][C:14](=[O:16])[CH2:13][CH2:12][CH2:11][CH2:10][CH2:9][CH2:8][C:6]([C:3]1[CH:4]=[CH:5][O:1][CH:2]=1)=[O:7]. Reactant: [O:1]1[CH:5]=[CH:4][C:3]([C:6]([CH2:8][CH2:9][CH2:10][CH2:11][CH2:12][CH2:13][C:14]([OH:16])=O)=[O:7])=[CH:2]1.[NH2:17][OH:18].Cl.